The task is: Predict the product of the given reaction.. This data is from Forward reaction prediction with 1.9M reactions from USPTO patents (1976-2016). (1) The product is: [Cl:1][C:2]1[C:35]([C:36]([F:39])([F:38])[F:37])=[CH:34][CH:33]=[CH:32][C:3]=1[CH2:4][N:5]([CH2:18][CH:19]([C:26]1[CH:31]=[CH:30][CH:29]=[CH:28][CH:27]=1)[C:20]1[CH:25]=[CH:24][CH:23]=[CH:22][CH:21]=1)[CH2:6][CH2:7][CH2:8][O:9][C:10]1[CH:17]=[CH:16][C:13]([CH2:14][NH:41][CH3:40])=[CH:12][CH:11]=1. Given the reactants [Cl:1][C:2]1[C:35]([C:36]([F:39])([F:38])[F:37])=[CH:34][CH:33]=[CH:32][C:3]=1[CH2:4][N:5]([CH2:18][CH:19]([C:26]1[CH:31]=[CH:30][CH:29]=[CH:28][CH:27]=1)[C:20]1[CH:25]=[CH:24][CH:23]=[CH:22][CH:21]=1)[CH2:6][CH2:7][CH2:8][O:9][C:10]1[CH:17]=[CH:16][C:13]([CH:14]=O)=[CH:12][CH:11]=1.[CH3:40][NH2:41].[BH-](OC(C)=O)(OC(C)=O)OC(C)=O.[Na+], predict the reaction product. (2) Given the reactants CS[CH:3]([NH:7][C:8]1[CH:13]=[C:12]([C:14]([F:17])([F:16])[F:15])[CH:11]=[CH:10][N:9]=1)[NH:4][C:5]#[N:6].[NH2:18][NH2:19], predict the reaction product. The product is: [F:17][C:14]([F:15])([F:16])[C:12]1[CH:11]=[CH:10][N:9]=[C:8]([NH:7][C:3]2[N:4]=[C:5]([NH2:6])[NH:19][N:18]=2)[CH:13]=1. (3) The product is: [CH:31]([N:14]([CH2:13][C@H:11]1[C@H:10]([NH:34][S:44]([CH2:43][C:39]2[CH:40]=[CH:41][CH:42]=[C:37]([O:36][CH3:35])[CH:38]=2)(=[O:46])=[O:45])[CH2:9][NH:8][CH2:12]1)[C:15](=[O:30])[C:16]1[CH:21]=[CH:20][C:19]([O:22][CH3:23])=[C:18]([O:24][CH2:25][CH2:26][CH2:27][O:28][CH3:29])[CH:17]=1)([CH3:33])[CH3:32]. Given the reactants C(OC([N:8]1[CH2:12][C@@H:11]([CH2:13][N:14]([CH:31]([CH3:33])[CH3:32])[C:15](=[O:30])[C:16]2[CH:21]=[CH:20][C:19]([O:22][CH3:23])=[C:18]([O:24][CH2:25][CH2:26][CH2:27][O:28][CH3:29])[CH:17]=2)[C@H:10]([NH2:34])[CH2:9]1)=O)(C)(C)C.[CH3:35][O:36][C:37]1[CH:38]=[C:39]([CH2:43][S:44](Cl)(=[O:46])=[O:45])[CH:40]=[CH:41][CH:42]=1.CC#N.O.CC#N, predict the reaction product.